From a dataset of Forward reaction prediction with 1.9M reactions from USPTO patents (1976-2016). Predict the product of the given reaction. (1) The product is: [F:48][C:40]1[CH:39]=[C:38]([C:35]2[CH:36]=[N:37][C:32]3[N:33]([C:12]([S:11][C:7]4[CH:6]=[C:5]5[C:10](=[CH:9][CH:8]=4)[N:1]=[CH:2][CH:3]=[CH:4]5)=[CH:13][N:31]=3)[N:34]=2)[CH:47]=[CH:46][C:41]=1[C:42]([O:44][CH3:45])=[O:43]. Given the reactants [N:1]1[C:10]2[C:5](=[CH:6][C:7]([S:11][CH2:12][CH:13]=O)=[CH:8][CH:9]=2)[CH:4]=[CH:3][CH:2]=1.N1CCC[C@@H]1C(O)=O.ClN1C(=O)CCC1=O.[NH2:31][C:32]1[N:33]=[N:34][C:35]([C:38]2[CH:47]=[CH:46][C:41]([C:42]([O:44][CH3:45])=[O:43])=[C:40]([F:48])[CH:39]=2)=[CH:36][N:37]=1, predict the reaction product. (2) Given the reactants [F:1][CH:2]1[CH2:7][N:6]([C:8]([O:10][C:11]([CH3:14])([CH3:13])[CH3:12])=[O:9])[CH2:5][CH:4]([C:15](OC)=[O:16])[CH2:3]1.[BH4-].[Li+], predict the reaction product. The product is: [F:1][CH:2]1[CH2:3][CH:4]([CH2:15][OH:16])[CH2:5][N:6]([C:8]([O:10][C:11]([CH3:14])([CH3:13])[CH3:12])=[O:9])[CH2:7]1. (3) Given the reactants [OH:1][CH2:2][C@@H:3]1[CH2:7][C@H:6]([NH:8][C:9]([C:11]2[C:19]3[C:14](=[CH:15][CH:16]=[CH:17][CH:18]=3)[N:13]([CH:20]([CH3:22])[CH3:21])[N:12]=2)=[O:10])[CH2:5][N:4]1C(OC(C)(C)C)=O.Cl, predict the reaction product. The product is: [OH:1][CH2:2][C@H:3]1[NH:4][CH2:5][C@@H:6]([NH:8][C:9]([C:11]2[C:19]3[C:14](=[CH:15][CH:16]=[CH:17][CH:18]=3)[N:13]([CH:20]([CH3:22])[CH3:21])[N:12]=2)=[O:10])[CH2:7]1. (4) Given the reactants C(=O)([O-])[O-].[K+].[K+].[CH2:7]([N:9]=[C:10]=[O:11])[CH3:8].[Cl:12][C:13]1[CH:18]=[CH:17][C:16]([C:19]2[NH:23][N:22]=[C:21]([O:24][C:25]3[C:30]([Cl:31])=[CH:29][C:28]([C:32]([F:35])([F:34])[F:33])=[CH:27][C:26]=3[Cl:36])[CH:20]=2)=[CH:15][CH:14]=1.Cl, predict the reaction product. The product is: [CH2:7]([NH:9][C:10]([N:23]1[C:19]([C:16]2[CH:17]=[CH:18][C:13]([Cl:12])=[CH:14][CH:15]=2)=[CH:20][C:21]([O:24][C:25]2[C:30]([Cl:31])=[CH:29][C:28]([C:32]([F:35])([F:34])[F:33])=[CH:27][C:26]=2[Cl:36])=[N:22]1)=[O:11])[CH3:8].